This data is from Forward reaction prediction with 1.9M reactions from USPTO patents (1976-2016). The task is: Predict the product of the given reaction. The product is: [CH2:43]([C@@:18]([OH:42])([C@H:19]([O:34][CH2:35][C:36]1[CH:41]=[CH:40][CH:39]=[CH:38][CH:37]=1)[CH2:20][CH:21]=[CH:22][CH2:23][CH2:24][CH2:25][CH2:26][CH2:27][CH2:28][CH2:29][CH2:30][CH2:31][CH2:32][CH3:33])[C@@H:4]([NH:1][C:64](=[O:90])[CH2:65][CH2:66][CH2:67][CH2:68][CH2:69][CH2:70][CH2:71][CH2:72][CH2:73][CH2:74][CH2:75][CH2:76][CH2:77][CH2:78][CH2:79][CH2:80][CH2:81][CH2:82][CH2:83][CH2:84][CH2:85][CH2:86][CH2:87][CH2:88][CH3:89])[CH2:5][O:6][C@H:7]1[O:15][C@H:14]([CH2:16][OH:17])[C@H:12]([OH:13])[C@H:10]([OH:11])[C@H:8]1[OH:9])[C:44]1[CH:49]=[CH:48][CH:47]=[CH:46][CH:45]=1. Given the reactants [N:1]([C@H:4]([C@:18]([CH2:43][C:44]1[CH:49]=[CH:48][CH:47]=[CH:46][CH:45]=1)([OH:42])[C@H:19]([O:34][CH2:35][C:36]1[CH:41]=[CH:40][CH:39]=[CH:38][CH:37]=1)[CH2:20][CH:21]=[CH:22][CH2:23][CH2:24][CH2:25][CH2:26][CH2:27][CH2:28][CH2:29][CH2:30][CH2:31][CH2:32][CH3:33])[CH2:5][O:6][C@H:7]1[O:15][C@H:14]([CH2:16][OH:17])[C@H:12]([OH:13])[C@H:10]([OH:11])[C@H:8]1[OH:9])=[N+]=[N-].P(C)(C)C.[OH-].[Na+].ClC(OCC(C)C)=O.[C:64](O)(=[O:90])[CH2:65][CH2:66][CH2:67][CH2:68][CH2:69][CH2:70][CH2:71][CH2:72][CH2:73][CH2:74][CH2:75][CH2:76][CH2:77][CH2:78][CH2:79][CH2:80][CH2:81][CH2:82][CH2:83][CH2:84][CH2:85][CH2:86][CH2:87][CH2:88][CH3:89].CCN(CC)CC, predict the reaction product.